From a dataset of Full USPTO retrosynthesis dataset with 1.9M reactions from patents (1976-2016). Predict the reactants needed to synthesize the given product. (1) Given the product [CH2:1]([O:3][C:4]([C:6]1[C:7]([C:13]([F:15])([F:16])[F:14])=[N:8][C:9]([NH:12][C:18]2[CH:19]=[CH:20][C:21]([O:22][CH2:23][CH2:24][N:25]3[CH2:26][CH2:27][CH2:28][CH2:29]3)=[CH:30][CH:31]=2)=[N:10][CH:11]=1)=[O:5])[CH3:2], predict the reactants needed to synthesize it. The reactants are: [CH2:1]([O:3][C:4]([C:6]1[C:7]([C:13]([F:16])([F:15])[F:14])=[N:8][C:9]([NH2:12])=[N:10][CH:11]=1)=[O:5])[CH3:2].Br[C:18]1[CH:31]=[CH:30][C:21]([O:22][CH2:23][CH2:24][N:25]2[CH2:29][CH2:28][CH2:27][CH2:26]2)=[CH:20][CH:19]=1.C(=O)([O-])[O-].[Cs+].[Cs+].CC1(C)C2C(=C(P(C3C=CC=CC=3)C3C=CC=CC=3)C=CC=2)OC2C(P(C3C=CC=CC=3)C3C=CC=CC=3)=CC=CC1=2. (2) Given the product [C:28]([O:18][C@H:17]1[C@@H:16]([OH:19])[C@@H:15]([CH3:20])[O:14][C@@H:10]([S:11][CH2:12][CH3:13])[C@@H:9]1[O:8][CH2:1][C:2]1[CH:3]=[CH:4][CH:5]=[CH:6][CH:7]=1)(=[O:35])[C:29]1[CH:34]=[CH:33][CH:32]=[CH:31][CH:30]=1, predict the reactants needed to synthesize it. The reactants are: [CH2:1]([O:8][C@@H:9]1[C@@H:17]([OH:18])[C@@H:16]([OH:19])[C@@H:15]([CH3:20])[O:14][C@H:10]1[S:11][CH2:12][CH3:13])[C:2]1[CH:7]=[CH:6][CH:5]=[CH:4][CH:3]=1.CCN(CC)CC.[C:28](Cl)(=[O:35])[C:29]1[CH:34]=[CH:33][CH:32]=[CH:31][CH:30]=1. (3) Given the product [N:36]1[CH:37]=[CH:38][C:33]([C:31]2[N:32]=[C:26]([CH:11]3[CH2:12][CH:13]([C:15]4[CH:16]=[CH:17][C:18]([O:21][C:22]([F:23])([F:24])[F:25])=[CH:19][CH:20]=4)[CH2:14][N:9]([C:7]([N:1]4[CH2:2][CH2:3][O:4][CH2:5][CH2:6]4)=[O:8])[CH2:10]3)[O:28][N:30]=2)=[CH:34][CH:35]=1, predict the reactants needed to synthesize it. The reactants are: [N:1]1([C:7]([N:9]2[CH2:14][CH:13]([C:15]3[CH:20]=[CH:19][C:18]([O:21][C:22]([F:25])([F:24])[F:23])=[CH:17][CH:16]=3)[CH2:12][CH:11]([C:26]([OH:28])=O)[CH2:10]2)=[O:8])[CH2:6][CH2:5][O:4][CH2:3][CH2:2]1.O[N:30]=[C:31]([C:33]1[CH:38]=[CH:37][N:36]=[CH:35][CH:34]=1)[NH2:32]. (4) Given the product [O:1]1[C:5]2[CH:6]=[CH:7][CH:8]=[CH:9][C:4]=2[N:3]=[C:2]1[NH:10][C:11]1[CH:16]=[CH:15][C:14]([NH:17][C:19]2[C:24]([N+:25]([O-:27])=[O:26])=[CH:23][CH:22]=[CH:21][N:20]=2)=[CH:13][CH:12]=1, predict the reactants needed to synthesize it. The reactants are: [O:1]1[C:5]2[CH:6]=[CH:7][CH:8]=[CH:9][C:4]=2[N:3]=[C:2]1[NH:10][C:11]1[CH:16]=[CH:15][C:14]([NH2:17])=[CH:13][CH:12]=1.Cl[C:19]1[C:24]([N+:25]([O-:27])=[O:26])=[CH:23][CH:22]=[CH:21][N:20]=1. (5) Given the product [Cl:1][C:2]1[CH:10]=[CH:9][C:5]([C:6]([OH:8])=[O:7])=[CH:4][C:3]=1[N:11]([C:12]1[C:17]([Cl:18])=[CH:16][CH:15]=[CH:14][N:13]=1)[CH2:20][CH2:21][CH2:22][O:23][CH:24]1[CH2:29][CH2:28][CH2:27][CH2:26][O:25]1, predict the reactants needed to synthesize it. The reactants are: [Cl:1][C:2]1[CH:10]=[CH:9][C:5]([C:6]([O-:8])=[O:7])=[CH:4][C:3]=1[NH:11][C:12]1[C:17]([Cl:18])=[CH:16][CH:15]=[CH:14][N:13]=1.Br[CH2:20][CH2:21][CH2:22][O:23][CH:24]1[CH2:29][CH2:28][CH2:27][CH2:26][O:25]1. (6) Given the product [F:13][C:14]1([F:19])[CH2:17][CH:16]([NH:18][C:2]2[N:3]=[CH:4][C:5]([F:11])=[CH:6][C:7]=2[C:8]([OH:10])=[O:9])[CH2:15]1, predict the reactants needed to synthesize it. The reactants are: Cl[C:2]1[C:7]([C:8]([OH:10])=[O:9])=[CH:6][C:5]([F:11])=[CH:4][N:3]=1.Cl.[F:13][C:14]1([F:19])[CH2:17][CH:16]([NH2:18])[CH2:15]1.C(=O)([O-])[O-].[K+].[K+].Cl. (7) Given the product [Br:19][C:11]1[CH:10]=[N:9][N:5]2[C:6]([Cl:8])=[CH:7][C:2]([Cl:1])=[N:3][C:4]=12, predict the reactants needed to synthesize it. The reactants are: [Cl:1][C:2]1[CH:7]=[C:6]([Cl:8])[N:5]2[N:9]=[CH:10][CH:11]=[C:4]2[N:3]=1.C1C(=O)N([Br:19])C(=O)C1. (8) The reactants are: [NH2:1][C:2]1[C:7]2[C:8]([CH2:11][O:12][C:13]3[CH:18]=[CH:17][C:16]([Br:19])=[CH:15][CH:14]=3)=[CH:9][S:10][C:6]=2[C:5]([C:20]([OH:22])=O)=[CH:4][N:3]=1.O.O[N:25]1[C:29]2[CH:30]=[CH:31][CH:32]=[CH:33]C=2N=N1.C(N=C=[N:39][CH:40]([CH3:42])C)(C)C.C[O:44][CH:45]1CCN(CCCCN)C[CH2:46]1. Given the product [N:25]1([CH2:46][CH2:45][O:44][CH2:42][CH2:40][NH:39][C:20]([C:5]2[C:6]3[S:10][CH:9]=[C:8]([CH2:11][O:12][C:13]4[CH:14]=[CH:15][C:16]([Br:19])=[CH:17][CH:18]=4)[C:7]=3[C:2]([NH2:1])=[N:3][CH:4]=2)=[O:22])[CH2:29][CH2:30][CH2:31][CH2:32][CH2:33]1, predict the reactants needed to synthesize it. (9) Given the product [C:1]([O:9][CH:10]1[CH2:14][CH:13]([C:15]2[N:19]3[C:20]4[CH:26]=[CH:25][NH:24][C:21]=4[N:22]=[CH:23][C:18]3=[N:17][N:16]=2)[CH:12]([CH2:37][CH3:38])[CH2:11]1)(=[O:8])[C:2]1[CH:3]=[CH:4][CH:5]=[CH:6][CH:7]=1, predict the reactants needed to synthesize it. The reactants are: [C:1]([O:9][CH:10]1[CH2:14][CH:13]([C:15]2[N:19]3[C:20]4[CH:26]=[CH:25][N:24](S(C5C=CC(C)=CC=5)(=O)=O)[C:21]=4[N:22]=[CH:23][C:18]3=[N:17][N:16]=2)[CH:12]([CH2:37][CH3:38])[CH2:11]1)(=[O:8])[C:2]1[CH:7]=[CH:6][CH:5]=[CH:4][CH:3]=1.[C-]#N.[K+].